This data is from CYP2D6 inhibition data for predicting drug metabolism from PubChem BioAssay. The task is: Regression/Classification. Given a drug SMILES string, predict its absorption, distribution, metabolism, or excretion properties. Task type varies by dataset: regression for continuous measurements (e.g., permeability, clearance, half-life) or binary classification for categorical outcomes (e.g., BBB penetration, CYP inhibition). Dataset: cyp2d6_veith. The drug is Cc1cccc(Nc2ccccc2C(=O)O)c1C. The result is 0 (non-inhibitor).